From a dataset of Full USPTO retrosynthesis dataset with 1.9M reactions from patents (1976-2016). Predict the reactants needed to synthesize the given product. (1) Given the product [C:22]1([N:3]2[CH2:2][CH:1]3[CH:5]([CH:6]3[NH:7][C:8](=[O:14])[O:9][C:10]([CH3:11])([CH3:13])[CH3:12])[CH2:4]2)[CH:27]=[CH:26][CH:25]=[CH:24][CH:23]=1, predict the reactants needed to synthesize it. The reactants are: [CH:1]12[CH:6]([NH:7][C:8](=[O:14])[O:9][C:10]([CH3:13])([CH3:12])[CH3:11])[CH:5]1[CH2:4][NH:3][CH2:2]2.CC(C)([O-])C.[K+].Br[C:22]1[CH:27]=[CH:26][CH:25]=[CH:24][CH:23]=1.C1(P(C2C=CC=CC=2)C2C=CC3C(=CC=CC=3)C=2C2C3C(=CC=CC=3)C=CC=2P(C2C=CC=CC=2)C2C=CC=CC=2)C=CC=CC=1. (2) Given the product [Cl:8][C:9]1[CH:14]=[CH:13][CH:12]=[CH:11][C:10]=1[CH2:15][N:16]1[C:17]([OH:37])=[C:18]([C:33]([NH:1][C:2]2[CH:7]=[CH:6][CH:5]=[CH:4][CH:3]=2)=[O:34])[C:19]([OH:32])=[C:20]([C:23]([NH:25][CH2:26][C:27]([OH:29])=[O:28])=[O:24])[C:21]1=[O:22], predict the reactants needed to synthesize it. The reactants are: [NH2:1][C:2]1[CH:7]=[CH:6][CH:5]=[CH:4][CH:3]=1.[Cl:8][C:9]1[CH:14]=[CH:13][CH:12]=[CH:11][C:10]=1[CH2:15][N:16]1[C:21](=[O:22])[C:20]([C:23]([NH:25][CH2:26][C:27]([O:29]CC)=[O:28])=[O:24])=[C:19]([OH:32])[C:18]([C:33](OC)=[O:34])=[C:17]1[OH:37]. (3) The reactants are: [F:1][C:2]1[CH:10]=[C:9]([CH3:11])[CH:8]=[CH:7][C:3]=1[C:4]([OH:6])=[O:5].[CH3:12]O.Cl. Given the product [CH3:12][O:5][C:4](=[O:6])[C:3]1[CH:7]=[CH:8][C:9]([CH3:11])=[CH:10][C:2]=1[F:1], predict the reactants needed to synthesize it. (4) Given the product [NH:2]1[C:6]2[CH2:7][CH2:8][C@@H:9]([C:11]([Cl:16])=[O:13])[CH2:10][C:5]=2[N:4]=[CH:3]1.[ClH:1].[CH3:3][N:2]1[C:18]2[C:21](=[CH:7][CH:8]=[CH:9][CH:10]=2)[C:5]([C:11]([C@@H:9]2[CH2:8][CH2:7][C:6]3[NH:2][CH:3]=[N:4][C:5]=3[CH2:10]2)=[O:13])=[CH:6]1, predict the reactants needed to synthesize it. The reactants are: [ClH:1].[NH:2]1[C:6]2[CH2:7][CH2:8][C@@H:9]([C:11]([OH:13])=O)[CH2:10][C:5]=2[N:4]=[CH:3]1.S(Cl)([Cl:16])=O.[CH2:18]([CH2:21]OC)OC. (5) Given the product [NH2:17][C@H:14]1[CH2:15][CH2:16][N:11]([C:9]([O:8][CH2:1][C:2]2[CH:3]=[CH:4][CH:5]=[CH:6][CH:7]=2)=[O:10])[CH2:12][C@H:13]1[OH:25], predict the reactants needed to synthesize it. The reactants are: [CH2:1]([O:8][C:9]([N:11]1[CH2:16][CH2:15][C@H:14]([NH:17]C(OC(C)(C)C)=O)[C@H:13]([OH:25])[CH2:12]1)=[O:10])[C:2]1[CH:7]=[CH:6][CH:5]=[CH:4][CH:3]=1.FC(F)(F)C(O)=O. (6) Given the product [CH:1]1([NH:4][C:5]([C:7]2[CH:12]=[C:11]([C:13]3[CH:18]=[CH:17][C:16]([C:19]([NH:21][NH2:22])=[O:20])=[CH:15][CH:14]=3)[C:10]([CH3:30])=[C:9]([F:31])[CH:8]=2)=[O:6])[CH2:3][CH2:2]1, predict the reactants needed to synthesize it. The reactants are: [CH:1]1([NH:4][C:5]([C:7]2[CH:8]=[C:9]([F:31])[C:10]([CH3:30])=[C:11]([C:13]3[CH:18]=[CH:17][C:16]([C:19]([NH:21][NH:22]C(OC(C)(C)C)=O)=[O:20])=[CH:15][CH:14]=3)[CH:12]=2)=[O:6])[CH2:3][CH2:2]1.CO.